From a dataset of Forward reaction prediction with 1.9M reactions from USPTO patents (1976-2016). Predict the product of the given reaction. The product is: [CH3:27][O:28][CH:29]1[CH2:32][N:31]([C:23]([C:20]2[CH:21]=[C:22]3[C:17](=[CH:18][CH:19]=2)[CH:16]=[N:15][CH:14]=[C:13]3[C:10]2[CH:9]=[CH:8][C:7]([C:5]3[CH:4]=[N:3][N:2]([CH3:1])[CH:6]=3)=[CH:12][CH:11]=2)=[O:25])[CH2:30]1. Given the reactants [CH3:1][N:2]1[CH:6]=[C:5]([C:7]2[CH:12]=[CH:11][C:10]([C:13]3[C:22]4[C:17](=[CH:18][CH:19]=[C:20]([C:23]([OH:25])=O)[CH:21]=4)[CH:16]=[N:15][CH:14]=3)=[CH:9][CH:8]=2)[CH:4]=[N:3]1.Cl.[CH3:27][O:28][CH:29]1[CH2:32][NH:31][CH2:30]1.F[P-](F)(F)(F)(F)F.CN(C(N(C)C)=[N+]1C2C(=NC=CC=2)[N+]([O-])=N1)C.C(N(CC)C(C)C)(C)C, predict the reaction product.